Predict which catalyst facilitates the given reaction. From a dataset of Catalyst prediction with 721,799 reactions and 888 catalyst types from USPTO. Reactant: [Cl:1][C:2]1[CH:3]=[N:4][C:5]2[CH:6]=[CH:7][C:8](=[O:34])[N:9]3[CH2:13][CH:12]([CH2:14][N:15]4[CH2:20][CH2:19][CH:18]([NH:21][CH2:22][C:23]5[CH:24]=[CH:25][C:26]6[S:27][CH2:28][C:29](=[O:33])[NH:30][C:31]=6[N:32]=5)[CH2:17][CH2:16]4)[C:11]=1[C:10]=23.C1(N)C(F)=C(F)C(F)=C(N)C=1F.[ClH:47].Cl.Cl.C(OCC)C. Product: [ClH:1].[ClH:47].[Cl:1][C:2]1[CH:3]=[N:4][C:5]2[CH:6]=[CH:7][C:8](=[O:34])[N:9]3[CH2:13][CH:12]([CH2:14][N:15]4[CH2:20][CH2:19][CH:18]([NH:21][CH2:22][C:23]5[CH:24]=[CH:25][C:26]6[S:27][CH2:28][C:29](=[O:33])[NH:30][C:31]=6[N:32]=5)[CH2:17][CH2:16]4)[C:11]=1[C:10]=23. The catalyst class is: 22.